Dataset: Forward reaction prediction with 1.9M reactions from USPTO patents (1976-2016). Task: Predict the product of the given reaction. (1) Given the reactants C([O:8][N:9]1[C:18]2[C:13](=[CH:14][C:15]([N+:19]([O-])=O)=[CH:16][N:17]=2)[C:12]([OH:22])=[C:11]([C:23]2[CH:28]=[CH:27][CH:26]=[CH:25][CH:24]=2)[C:10]1=[O:29])C1C=CC=CC=1.C(O)(C(F)(F)F)=O, predict the reaction product. The product is: [NH2:19][C:15]1[CH:14]=[C:13]2[C:18](=[N:17][CH:16]=1)[N:9]([OH:8])[C:10](=[O:29])[C:11]([C:23]1[CH:28]=[CH:27][CH:26]=[CH:25][CH:24]=1)=[C:12]2[OH:22]. (2) Given the reactants Br[C:2]1[CH:3]=[CH:4][C:5]([N:8]2[CH2:12][CH2:11][CH:10]([NH:13][CH:14]3[CH2:19][CH2:18][CH2:17][CH2:16][CH2:15]3)[CH2:9]2)=[N:6][CH:7]=1.[Cl:20][C:21]1[CH:22]=[CH:23][C:24]([CH2:27][O:28][C:29]2[CH:34]=[CH:33][NH:32][C:31](=[O:35])[CH:30]=2)=[N:25][CH:26]=1.[Na+].[I-].C([O-])([O-])=O.[K+].[K+].[C@@H]1(N)CCCC[C@H]1N, predict the reaction product. The product is: [Cl:20][C:21]1[CH:22]=[CH:23][C:24]([CH2:27][O:28][C:29]2[CH:34]=[CH:33][N:32]([C:2]3[CH:7]=[N:6][C:5]([N:8]4[CH2:12][CH2:11][CH:10]([NH:13][CH:14]5[CH2:19][CH2:18][CH2:17][CH2:16][CH2:15]5)[CH2:9]4)=[CH:4][CH:3]=3)[C:31](=[O:35])[CH:30]=2)=[N:25][CH:26]=1. (3) The product is: [C:56]([NH:55][CH2:54][CH2:53][C:48]1[CH:49]=[CH:50][CH:51]=[CH:52][C:47]=1[C:46]1[O:17][N:16]=[C:15]([C@@H:3]2[C@@:2]([OH:1])([C:18]3[CH:23]=[CH:22][C:21]([CH2:24][O:25][CH2:26][C@@H:27]([CH3:31])[CH2:28][O:29][CH3:30])=[CH:20][CH:19]=3)[CH2:7][CH2:6][N:5]([C:8]([O:10][C:11]([CH3:12])([CH3:13])[CH3:14])=[O:9])[CH2:4]2)[C:45]=1[Br:44])(=[O:58])[CH3:57]. Given the reactants [OH:1][C@:2]1([C:18]2[CH:23]=[CH:22][C:21]([CH2:24][O:25][CH2:26][C@@H:27]([CH3:31])[CH2:28][O:29][CH3:30])=[CH:20][CH:19]=2)[CH2:7][CH2:6][N:5]([C:8]([O:10][C:11]([CH3:14])([CH3:13])[CH3:12])=[O:9])[CH2:4][C@@H:3]1[CH:15]=[N:16][OH:17].CC1C=CC(S(NCl)(=O)=O)=CC=1.[Br:44][C:45]#[C:46][C:47]1[CH:52]=[CH:51][CH:50]=[CH:49][C:48]=1[CH2:53][CH2:54][NH:55][C:56](=[O:58])[CH3:57], predict the reaction product.